From a dataset of Catalyst prediction with 721,799 reactions and 888 catalyst types from USPTO. Predict which catalyst facilitates the given reaction. (1) Reactant: [C:1]1([O:7][CH3:8])[CH:6]=[CH:5][CH:4]=[CH:3][CH:2]=1.[C:9](Cl)(=[O:12])[CH:10]=[CH2:11].[Cl-].[Al+3].[Cl-].[Cl-]. Product: [CH3:8][O:7][C:1]1[CH:6]=[CH:5][C:4]([C:9](=[O:12])[CH:10]=[CH2:11])=[CH:3][CH:2]=1. The catalyst class is: 4. (2) Reactant: [CH2:1]([O:3][C:4](=[O:8])[CH2:5][C:6]#[N:7])[CH3:2].C(O[CH:14](N(C)C)[N:15](C)C)(C)(C)C.N[C:22]1[CH:23]=[C:24]2[C:28](=[CH:29][CH:30]=1)[NH:27][CH:26]=[CH:25]2.C(OCC)(=O)C. Product: [CH2:1]([O:3][C:4]([C:5]1[N:15]=[CH:14][N:7]([C:22]2[CH:23]=[C:24]3[C:28](=[CH:29][CH:30]=2)[NH:27][CH:26]=[CH:25]3)[CH:6]=1)=[O:8])[CH3:2]. The catalyst class is: 51. (3) Reactant: Cl.[C:2]([N:5]1[CH:10]2[CH2:11][CH2:12][CH:6]1[CH2:7][CH:8]([N:13]1[CH2:18][CH2:17][NH:16][CH2:15][CH2:14]1)[CH2:9]2)(=O)[CH3:3].C(N1C2CCC1CC(N1CCN(C(OC(C)(C)C)=O)CC1)C2)(=O)C.[H-].[H-].[H-].[H-].[Li+].[Al+3]. Product: [CH2:2]([N:5]1[CH:10]2[CH2:11][CH2:12][CH:6]1[CH2:7][CH:8]([N:13]1[CH2:14][CH2:15][NH:16][CH2:17][CH2:18]1)[CH2:9]2)[CH3:3]. The catalyst class is: 1. (4) Reactant: [N:1]1[CH:6]=[CH:5][CH:4]=[N:3][C:2]=1[S:7][CH2:8][CH:9]1[CH:13]=[C:12]([C:14]2[CH:19]=[CH:18][C:17]([N:20]3[CH2:24][C@H:23]([CH2:25][NH:26][C:27](=[O:29])[CH3:28])[O:22][C:21]3=[O:30])=[CH:16][CH:15]=2)[CH2:11][N:10]1C(C1C=CC=CC=1)(C1C=CC=CC=1)C1C=CC=CC=1.Cl.CC(C)=O.Cl. Product: [N:1]1[CH:6]=[CH:5][CH:4]=[N:3][C:2]=1[S:7][CH2:8][CH:9]1[CH:13]=[C:12]([C:14]2[CH:19]=[CH:18][C:17]([N:20]3[CH2:24][C@H:23]([CH2:25][NH:26][C:27](=[O:29])[CH3:28])[O:22][C:21]3=[O:30])=[CH:16][CH:15]=2)[CH2:11][NH:10]1. The catalyst class is: 95. (5) Reactant: [H-].[Na+].[NH2:3][C:4]1[N:9]=[CH:8][C:7]([Br:10])=[CH:6][N:5]=1.[C:11](O[C:11]([O:13][C:14]([CH3:17])([CH3:16])[CH3:15])=[O:12])([O:13][C:14]([CH3:17])([CH3:16])[CH3:15])=[O:12]. Product: [C:14]([O:13][C:11]([N:3]([C:11]([O:13][C:14]([CH3:17])([CH3:16])[CH3:15])=[O:12])[C:4]1[N:9]=[CH:8][C:7]([Br:10])=[CH:6][N:5]=1)=[O:12])([CH3:17])([CH3:16])[CH3:15]. The catalyst class is: 1.